From a dataset of Catalyst prediction with 721,799 reactions and 888 catalyst types from USPTO. Predict which catalyst facilitates the given reaction. (1) Reactant: [CH2:1]([O:8][C:9]1[CH:14]=[CH:13][C:12]([OH:15])=[CH:11][CH:10]=1)[C:2]1[CH:7]=[CH:6][CH:5]=[CH:4][CH:3]=1.C1(P(C2C=CC=CC=2)C2C=CC=CC=2)C=CC=CC=1.N(C(OCC)=O)=NC(OCC)=O.[CH3:47][C@H:48](Cl)[CH2:49][CH2:50][CH2:51][CH2:52][CH2:53][CH3:54]. Product: [CH2:1]([O:8][C:9]1[CH:10]=[CH:11][C:12]([O:15][C@@H:48]([CH3:47])[CH2:49][CH2:50][CH2:51][CH2:52][CH2:53][CH3:54])=[CH:13][CH:14]=1)[C:2]1[CH:3]=[CH:4][CH:5]=[CH:6][CH:7]=1. The catalyst class is: 4. (2) Reactant: [NH2:1][C:2]1[CH:3]=[CH:4][C:5]([C:12]2[C:17]([O:18][CH2:19][O:20][CH3:21])=[CH:16][CH:15]=[CH:14][C:13]=2[O:22][CH3:23])=[C:6]([CH:11]=1)[C:7]([O:9][CH3:10])=[O:8].[CH3:24][S:25](Cl)(=[O:27])=[O:26]. Product: [CH3:24][S:25]([NH:1][C:2]1[CH:3]=[CH:4][C:5]([C:12]2[C:17]([O:18][CH2:19][O:20][CH3:21])=[CH:16][CH:15]=[CH:14][C:13]=2[O:22][CH3:23])=[C:6]([CH:11]=1)[C:7]([O:9][CH3:10])=[O:8])(=[O:27])=[O:26]. The catalyst class is: 17. (3) Reactant: [C:1]([CH:5]1[CH2:12][CH2:11][CH2:10][NH:9][C:8](=[O:13])[CH2:7][CH2:6]1)([CH3:4])([CH3:3])[CH3:2].F[B-](F)(F)F.[CH3:19][O+](C)C.C(=O)(O)[O-].[Na+]. Product: [C:1]([CH:5]1[CH2:6][CH2:7][C:8]([O:13][CH3:19])=[N:9][CH2:10][CH2:11][CH2:12]1)([CH3:4])([CH3:2])[CH3:3]. The catalyst class is: 2. (4) Reactant: Cl.[C:2]([C@@H:5]([NH:28][C:29](=[O:38])[O:30][CH2:31][C:32]1[CH:37]=[CH:36][CH:35]=[CH:34][CH:33]=1)[CH2:6][C@H:7]1[CH2:18][CH2:17][C:16]2[S:15][C:14]3[N:13]=[CH:12][N:11]=[C:10]([O:19][CH:20]4[CH2:25][CH2:24][CH:23]([NH:26][CH3:27])[CH2:22][CH2:21]4)[C:9]=3[C:8]1=2)(=[O:4])[NH2:3].C=O.[BH3-][C:42]#N.[Na+]. The catalyst class is: 5. Product: [C:2]([C@@H:5]([NH:28][C:29](=[O:38])[O:30][CH2:31][C:32]1[CH:37]=[CH:36][CH:35]=[CH:34][CH:33]=1)[CH2:6][C@H:7]1[CH2:18][CH2:17][C:16]2[S:15][C:14]3[N:13]=[CH:12][N:11]=[C:10]([O:19][CH:20]4[CH2:21][CH2:22][CH:23]([N:26]([CH3:42])[CH3:27])[CH2:24][CH2:25]4)[C:9]=3[C:8]1=2)(=[O:4])[NH2:3]. (5) Reactant: [CH2:1]([O:3][C:4]1[CH:5]=[C:6]2[C:11](=[CH:12][C:13]=1[N+:14]([O-])=O)[N:10]([C:17](=[O:22])[CH2:18][N:19]([CH3:21])[CH3:20])[CH2:9][CH2:8][CH2:7]2)[CH3:2].[H][H]. Product: [CH3:21][N:19]([CH2:18][C:17]([N:10]1[C:11]2[C:6](=[CH:5][C:4]([O:3][CH2:1][CH3:2])=[C:13]([NH2:14])[CH:12]=2)[CH2:7][CH2:8][CH2:9]1)=[O:22])[CH3:20]. The catalyst class is: 19.